This data is from Experimentally validated miRNA-target interactions with 360,000+ pairs, plus equal number of negative samples. The task is: Binary Classification. Given a miRNA mature sequence and a target amino acid sequence, predict their likelihood of interaction. (1) Result: 0 (no interaction). The protein sequence of the target gene is MAERQEEQRGSPPLRAEGKADAEVKLILYHWTHSFSSQKVRLVIAEKALKCEEHDVSLPLSEHNEPWFMRLNSTGEVPVLIHGENIICEATQIIDYLEQTFLDERTPRLMPDKESMYYPRVQHYRELLDSLPMDAYTHGCILHPELTVDSMIPAYATTRIRSQIGNTESELKKLAEENPDLQEAYIAKQKRLKSKLLDHDNVKYLKKILDELEKVLDQVETELQRRNEETPEEGQQPWLCGESFTLADVSLAVTLHRLKFLGFARRNWGNGKRPNLETYYERVLKRKTFNKVLGHVNNIL.... The miRNA is hsa-miR-32-3p with sequence CAAUUUAGUGUGUGUGAUAUUU. (2) The miRNA is hsa-miR-103a-3p with sequence AGCAGCAUUGUACAGGGCUAUGA. The protein sequence of the target gene is MVNENTRMYIPEENHQGSNYGSPRPAHANMNANAAAGLAPEHIPTPGAALSWQAAIDAARQAKLMGSAGNATISTVSSTQRKRQQYGKPKKQGSTTATRPPRALLCLTLKNPIRRACISIVEWKPFEIIILLTIFANCVALAIYIPFPEDDSNATNSNLERVEYLFLIIFTVEAFLKVIAYGLLFHPNAYLRNGWNLLDFIIVVVGLFSAILEQATKADGANALGGKGAGFDVKALRAFRVLRPLRLVSGVPSLQVVLNSIIKAMVPLLHIALLVLFVIIIYAIIGLELFMGKMHKTCYN.... Result: 1 (interaction). (3) The miRNA is cel-miR-359 with sequence UCACUGGUCUUUCUCUGACGAA. The protein sequence of the target gene is MDPRGTKRGAEKTEVAEPRNKLPRPAPSLPTDPALYSGPFPFYRRPSELGCFSLDAQRQYHGDARALRYYSPPPTNGPGPNFDLRDGYPDRYQPRDEEVQERLDHLLCWLLEHRGRLEGGPGWLAEAIVTWRGHLTKLLTTPYERQEGWQLAASRFQGTLYLSEVETPNARAQRLARPPLLRELMYMGYKFEQYMCADKPGSSPDPSGEVNTNVAFCSVLRSRLGSHPLLFSGEVDCTDPQAPSTQPPTCYVELKTSKEMHSPGQWRSFYRHKLLKWWAQSFLPGVPNVVAGFRNPDGFV.... Result: 0 (no interaction). (4) The miRNA is hsa-miR-1304-3p with sequence UCUCACUGUAGCCUCGAACCCC. The protein sequence of the target gene is MLILTKTAGVFFKPSKRKVYEFLRSFNFHPGTLFLHKIVLGIETSCDDTAAAVVDETGNVLGEAIHSQTEVHLKTGGIVPPAAQQLHRENIQRIVQEALSASGVSPSDLSAIATTIKPGLALSLGVGLSFSLQLVGQLKKPFIPIHHMEAHALTIRLTNKVEFPFLVLLISGGHCLLALVQGVSDFLLLGKSLDIAPGDMLDKVARRLSLIKHPECSTMSGGKAIEHLAKQGNRFHFDIKPPLHHAKNCDFSFTGLQHVTDKIIMKKEKEEGIEKGQILSSAADIAATVQHTMACHLVKR.... Result: 0 (no interaction). (5) The miRNA is hsa-miR-4646-5p with sequence ACUGGGAAGAGGAGCUGAGGGA. The protein sequence of the target gene is MATPDQKSPNVLLQNLCCRILGRSEADVAQQFQYAVRVIGSNFAPTVERDEFLVAEKIKKELIRQRREADAALFSELHRKLHSQGVLKNKWSILYLLLSLSEDPRRQPSKVSSYATLFAQALPRDAHSTPYYYARPQTLPLSYQDRSAQSAQSSGSVGSSGISSIGLCALSGPAPAPQSLLPGQSNQAPGVGDCLRQQLGSRLAWTLTANQPSSQATTSKGVPSAVSRNMTRSRREGDTGGTMEITEAALVRDILYVFQGIDGKNIKMNNTENCYKVEGKANLSRSLRDTAVRLSELGWL.... Result: 0 (no interaction). (6) The miRNA is mmu-miR-148b-3p with sequence UCAGUGCAUCACAGAACUUUGU. The protein sequence of the target gene is MEPPQCVEELEDDVFQPEDGEPGTQPGSLLSADLFAQSQLDCPLSRLQLFPLTHCCGPGLRPVSQEDKATQTLSPASPSQGVMLPCGVTEEPQRLFYGNAGYRLPLPASFPAGSALGEQPPEGQFLQHRAEVQIARKLQCIADQFHRLHMQQHQQNRDRAWRQVFLFLQNLALNRRENREGVGPW. Result: 0 (no interaction).